This data is from Full USPTO retrosynthesis dataset with 1.9M reactions from patents (1976-2016). The task is: Predict the reactants needed to synthesize the given product. (1) Given the product [F:1][C:2]1[S:6][C:5]2[CH:7]=[CH:8][C:9]([F:11])=[CH:10][C:4]=2[C:3]=1[CH:15]1[NH:14][CH:13]=[N:12][CH:17]=[CH:16]1, predict the reactants needed to synthesize it. The reactants are: [F:1][C:2]1[S:6][C:5]2[CH:7]=[CH:8][C:9]([F:11])=[CH:10][C:4]=2[CH:3]=1.[N:12]1[CH:17]=[CH:16][CH:15]=[N:14][CH:13]=1.O. (2) Given the product [CH3:4][S:5]([O:8][CH2:9][C@:10]1([CH2:43][CH:44]=[O:1])[CH2:15][C@H:14]([C:16]2[CH:21]=[CH:20][CH:19]=[C:18]([Cl:22])[CH:17]=2)[C@@H:13]([C:23]2[CH:24]=[CH:25][C:26]([Cl:29])=[CH:27][CH:28]=2)[N:12]([C@@H:30]([CH2:40][CH3:41])[CH2:31][N:32]([CH3:39])[S:33]([CH:36]2[CH2:37][CH2:38]2)(=[O:35])=[O:34])[C:11]1=[O:42])(=[O:7])=[O:6], predict the reactants needed to synthesize it. The reactants are: [O:1]=[O+][O-].[CH3:4][S:5]([O:8][CH2:9][C@:10]1([CH2:43][CH:44]=C)[CH2:15][C@H:14]([C:16]2[CH:21]=[CH:20][CH:19]=[C:18]([Cl:22])[CH:17]=2)[C@@H:13]([C:23]2[CH:28]=[CH:27][C:26]([Cl:29])=[CH:25][CH:24]=2)[N:12]([C@@H:30]([CH2:40][CH3:41])[CH2:31][N:32]([CH3:39])[S:33]([CH:36]2[CH2:38][CH2:37]2)(=[O:35])=[O:34])[C:11]1=[O:42])(=[O:7])=[O:6].CSC. (3) Given the product [Br:1][C:2]1[CH:7]=[CH:6][CH:5]=[CH:4][C:3]=1[CH:8]([OH:10])[CH3:9], predict the reactants needed to synthesize it. The reactants are: [Br:1][C:2]1[CH:7]=[CH:6][CH:5]=[CH:4][C:3]=1[C:8](=[O:10])[CH3:9].CO.[BH4-].[Na+].CC(C)=O. (4) Given the product [NH2:1][C:4]([CH2:9][CH2:10][C:11]1[CH:16]=[CH:15][C:14]([CH2:17][CH2:18][CH2:19][CH2:20][CH2:21][CH2:22][CH2:23][CH3:24])=[CH:13][CH:12]=1)([CH2:7][OH:8])[CH2:5][OH:6], predict the reactants needed to synthesize it. The reactants are: [N+:1]([C:4]([CH2:9][CH2:10][C:11]1[CH:16]=[CH:15][C:14]([CH2:17][CH2:18][CH2:19][CH2:20][CH2:21][CH2:22][CH2:23][CH3:24])=[CH:13][CH:12]=1)([CH2:7][OH:8])[CH2:5][OH:6])([O-])=O.CO.[H][H]. (5) Given the product [O:1]1[CH2:6][CH2:5][CH2:4][O:3][CH:2]1[C:7]1[S:11][C:10]([C:12]([NH2:16])=[O:13])=[CH:9][C:8]=1[F:15], predict the reactants needed to synthesize it. The reactants are: [O:1]1[CH2:6][CH2:5][CH2:4][O:3][CH:2]1[C:7]1[S:11][C:10]([C:12](O)=[O:13])=[CH:9][C:8]=1[F:15].[NH3:16]. (6) Given the product [Cl:1][C:2]1[CH:7]=[CH:6][C:5]([N:8]2[C:13](=[O:14])[CH:12]=[C:11]([C:15]([F:18])([F:16])[F:17])[N:10]([CH3:19])[C:9]2=[O:20])=[CH:4][C:3]=1[CH:21]1[O:26][CH2:25][CH2:24][CH2:23][O:22]1, predict the reactants needed to synthesize it. The reactants are: [Cl:1][C:2]1[CH:7]=[CH:6][C:5]([N:8]2[C:13](=[O:14])[CH:12]=[C:11]([C:15]([F:18])([F:17])[F:16])[N:10]([CH3:19])[C:9]2=[O:20])=[CH:4][C:3]=1[CH:21]=[O:22].[CH2:23](O)[CH2:24][CH2:25][OH:26].C1(C)C=CC(S(O)(=O)=O)=CC=1. (7) Given the product [C:11]1([CH2:10][O:9][NH:7][CH2:8][C@@H:5]([CH2:1][CH2:2][CH2:3][CH3:4])[C:6]([OH:17])=[O:18])[CH:16]=[CH:15][CH:14]=[CH:13][CH:12]=1, predict the reactants needed to synthesize it. The reactants are: [CH2:1]([C@@H:5]1[CH2:8][N:7]([O:9][CH2:10][C:11]2[CH:16]=[CH:15][CH:14]=[CH:13][CH:12]=2)[C:6]1=[O:17])[CH2:2][CH2:3][CH3:4].[OH2:18].[OH-].[Li+].